This data is from Catalyst prediction with 721,799 reactions and 888 catalyst types from USPTO. The task is: Predict which catalyst facilitates the given reaction. (1) Reactant: [NH2:1][C:2]([NH:4][NH:5][C:6](=O)[CH2:7][CH2:8][C:9]([O:11][CH2:12][CH3:13])=[O:10])=[S:3].[O-]CC.[Na+]. Product: [SH:3][C:2]1[NH:4][N:5]=[C:6]([CH2:7][CH2:8][C:9]([O:11][CH2:12][CH3:13])=[O:10])[N:1]=1. The catalyst class is: 8. (2) Reactant: C[O:2][C:3]1[CH:8]=[CH:7][CH:6]=[CH:5][C:4]=1[C:9]1[N:10]=[C:11]([N:18]2[CH2:23][CH2:22][CH:21]([NH:24][C:25](=[O:31])[O:26][CH2:27][CH:28]([CH3:30])[CH3:29])[CH2:20][CH2:19]2)[C:12]2[S:17][CH:16]=[CH:15][C:13]=2[N:14]=1.B(Br)(Br)Br.C([O-])(O)=O.[Na+]. Product: [OH:2][C:3]1[CH:8]=[CH:7][CH:6]=[CH:5][C:4]=1[C:9]1[N:10]=[C:11]([N:18]2[CH2:19][CH2:20][CH:21]([NH:24][C:25](=[O:31])[O:26][CH2:27][CH:28]([CH3:29])[CH3:30])[CH2:22][CH2:23]2)[C:12]2[S:17][CH:16]=[CH:15][C:13]=2[N:14]=1. The catalyst class is: 2. (3) Reactant: [Cl:1][C:2]1[CH:9]=[CH:8][C:5]([CH:6]=[O:7])=[C:4](F)[CH:3]=1.[CH2:11]1[CH:15]2[CH2:16][NH:17][CH2:18][CH:14]2[CH2:13][N:12]1[C:19]([O:21][C:22]([CH3:25])([CH3:24])[CH3:23])=[O:20].CS(C)=O.C([O-])([O-])=O.[K+].[K+]. Product: [Cl:1][C:2]1[CH:9]=[CH:8][C:5]([CH:6]=[O:7])=[C:4]([N:17]2[CH2:16][CH:15]3[CH2:11][N:12]([C:19]([O:21][C:22]([CH3:25])([CH3:24])[CH3:23])=[O:20])[CH2:13][CH:14]3[CH2:18]2)[CH:3]=1. The catalyst class is: 6. (4) Reactant: CN(C=O)C.C(Cl)(=O)C(Cl)=O.N1C=CC=CC=1.[C:18]([O:22][C:23]([N:25]([CH3:49])[C@@H:26]([CH3:48])[C:27]([NH:29][C@@H:30]([CH:45]([CH3:47])[CH3:46])[C:31]([N:33]1[C:37]2=[N:38][CH:39]=[CH:40][CH:41]=[C:36]2[CH2:35][C@H:34]1[C:42]([OH:44])=O)=[O:32])=[O:28])=[O:24])([CH3:21])([CH3:20])[CH3:19].[F:50][C:51]1[CH:57]=[CH:56][CH:55]=[C:54]([C:58]([F:61])([F:60])[F:59])[C:52]=1[NH2:53].CN1CCOCC1. Product: [F:50][C:51]1[CH:57]=[CH:56][CH:55]=[C:54]([C:58]([F:61])([F:60])[F:59])[C:52]=1[NH:53][C:42]([C@H:34]1[N:33]([C:31](=[O:32])[C@@H:30]([NH:29][C:27](=[O:28])[C@@H:26]([N:25]([CH3:49])[C:23](=[O:24])[O:22][C:18]([CH3:19])([CH3:20])[CH3:21])[CH3:48])[CH:45]([CH3:46])[CH3:47])[C:37]2=[N:38][CH:39]=[CH:40][CH:41]=[C:36]2[CH2:35]1)=[O:44]. The catalyst class is: 2. (5) Reactant: [C:1]([C:3]1[CH:4]=[C:5]([OH:9])[CH:6]=[CH:7][CH:8]=1)#[N:2].Br[C:11]([CH3:17])([CH3:16])[C:12]([O:14][CH3:15])=[O:13].C(=O)([O-])[O-].[Cs+].[Cs+].O. Product: [C:1]([C:3]1[CH:4]=[C:5]([CH:6]=[CH:7][CH:8]=1)[O:9][C:11]([CH3:17])([CH3:16])[C:12]([O:14][CH3:15])=[O:13])#[N:2]. The catalyst class is: 10. (6) Reactant: C(=O)([O-])[O-].[Cs+].[Cs+].[CH3:7][C:8]1([CH3:22])[C:12]([CH3:14])([CH3:13])[O:11][B:10]([C:15]2[CH:20]=[CH:19][C:18]([OH:21])=[CH:17][CH:16]=2)[O:9]1.Br.Br[CH2:25][C:26]1[CH:31]=[CH:30][CH:29]=[CH:28][N:27]=1. Product: [CH3:14][C:12]1([CH3:13])[C:8]([CH3:22])([CH3:7])[O:9][B:10]([C:15]2[CH:20]=[CH:19][C:18]([O:21][CH2:25][C:26]3[CH:31]=[CH:30][CH:29]=[CH:28][N:27]=3)=[CH:17][CH:16]=2)[O:11]1. The catalyst class is: 3.